This data is from Buchwald-Hartwig C-N cross coupling reaction yields with 55,370 reactions. The task is: Predict the reaction yield, written as a fraction of the theoretical maximum amount of product (1.0 means a 100% yield; for example, 0.34 means a 34% yield). (1) The reactants are CCc1ccc(Cl)cc1.Cc1ccc(N)cc1.O=S(=O)(O[Pd]1c2ccccc2-c2ccccc2N~1)C(F)(F)F.CC(C)c1cc(C(C)C)c(-c2ccccc2P(C(C)(C)C)C(C)(C)C)c(C(C)C)c1.CCN=P(N=P(N(C)C)(N(C)C)N(C)C)(N(C)C)N(C)C.c1ccc(CN(Cc2ccccc2)c2ccno2)cc1. No catalyst specified. The product is CCc1ccc(Nc2ccc(C)cc2)cc1. The yield is 0.0658. (2) The reactants are COc1ccc(I)cc1.Cc1ccc(N)cc1.O=S(=O)(O[Pd]1c2ccccc2-c2ccccc2N~1)C(F)(F)F.COc1ccc(OC)c(P([C@]23C[C@H]4C[C@H](C[C@H](C4)C2)C3)[C@]23C[C@H]4C[C@H](C[C@H](C4)C2)C3)c1-c1c(C(C)C)cc(C(C)C)cc1C(C)C.CCN=P(N=P(N(C)C)(N(C)C)N(C)C)(N(C)C)N(C)C.Cc1ccon1. The yield is 0.571. No catalyst specified. The product is COc1ccc(Nc2ccc(C)cc2)cc1.